From a dataset of Forward reaction prediction with 1.9M reactions from USPTO patents (1976-2016). Predict the product of the given reaction. (1) The product is: [CH3:1][C:2]1[O:3][C:4]2[CH:10]=[CH:9][C:8]([C:11]3[CH:20]=[CH:19][C:14]([C:15]([OH:17])=[O:16])=[CH:13][CH:12]=3)=[CH:7][C:5]=2[N:6]=1. Given the reactants [CH3:1][C:2]1[O:3][C:4]2[CH:10]=[CH:9][C:8]([C:11]3[CH:20]=[CH:19][C:14]([C:15]([O:17]C)=[O:16])=[CH:13][CH:12]=3)=[CH:7][C:5]=2[N:6]=1.[Li+].[OH-].O.Cl, predict the reaction product. (2) Given the reactants [CH3:1][C:2]1[NH:6][N:5]=[C:4]([NH2:7])[CH:3]=1.[I-].[K+].C(C1C=C(C(C)C)C=C(C(C)C)C=1S(O[C:29]1[C:38]2[C:33](=[CH:34][C:35]([CH3:39])=[CH:36][CH:37]=2)[N:32]=[C:31]([C:40](=[O:48])[C:41]2[CH:46]=[CH:45][C:44]([F:47])=[CH:43][CH:42]=2)[N:30]=1)(=O)=O)(C)C.O, predict the reaction product. The product is: [F:47][C:44]1[CH:43]=[CH:42][C:41]([C:40]([C:31]2[N:30]=[C:29]([NH:7][C:4]3[CH:3]=[C:2]([CH3:1])[NH:6][N:5]=3)[C:38]3[C:33](=[CH:34][C:35]([CH3:39])=[CH:36][CH:37]=3)[N:32]=2)=[O:48])=[CH:46][CH:45]=1.